This data is from Full USPTO retrosynthesis dataset with 1.9M reactions from patents (1976-2016). The task is: Predict the reactants needed to synthesize the given product. (1) Given the product [CH3:16][CH2:12][N:13]([CH:8]([CH3:9])[CH3:4])[CH:29]([CH3:31])[CH3:30], predict the reactants needed to synthesize it. The reactants are: NC1C=[C:4]([C:8]2[N:13]3N=C[C:16](C(C4SC=CC=4)=O)=[C:12]3N=C[CH:9]=2)C=CC=1.ClC(OC(=O)[CH:29]([CH3:31])[CH3:30])=O. (2) Given the product [CH3:1][O:2][C:3](=[O:45])[C@@H:4]([NH:32][C@H:71]([C:65]1[CH:70]=[CH:69][CH:68]=[CH:67][CH:66]=1)[CH2:72][CH3:73])[CH2:5][C:6]1[CH:31]=[CH:30][C:9]2[O:10][C@H:11]([C:14]3[CH:15]=[CH:16][C:17]([O:20][CH2:21][C:22]4[CH:27]=[CH:26][C:25]([Cl:28])=[C:24]([Cl:29])[CH:23]=4)=[CH:18][CH:19]=3)[CH2:12][O:13][C:8]=2[CH:7]=1, predict the reactants needed to synthesize it. The reactants are: [CH3:1][O:2][C:3](=[O:45])[C@@H:4]([NH:32]S(C1C=CC([N+]([O-])=O)=CC=1)(=O)=O)[CH2:5][C:6]1[CH:31]=[CH:30][C:9]2[O:10][C@H:11]([C:14]3[CH:19]=[CH:18][C:17]([O:20][CH2:21][C:22]4[CH:27]=[CH:26][C:25]([Cl:28])=[C:24]([Cl:29])[CH:23]=4)=[CH:16][CH:15]=3)[CH2:12][O:13][C:8]=2[CH:7]=1.C1(P(C2C=CC=CC=2)C2C=CC=CC=2)C=CC=CC=1.[C:65]1([C@H:71](O)[CH2:72][CH3:73])[CH:70]=[CH:69][CH:68]=[CH:67][CH:66]=1.CC(OC(/N=N/C(OC(C)C)=O)=O)C. (3) Given the product [Br:1][C:2]1[CH:3]=[C:4]([C:17]([NH:19][CH2:20][C:21]2[C:22](=[O:29])[NH:23][C:24]([CH3:28])=[CH:25][C:26]=2[CH3:27])=[O:18])[C:5]2[CH:6]=[N:7][N:8]([CH:11]3[CH2:16][CH2:15][N:14]([CH:34]4[CH2:35][CH2:36][N:31]([CH3:30])[CH2:32][CH2:33]4)[CH2:13][CH2:12]3)[C:9]=2[CH:10]=1, predict the reactants needed to synthesize it. The reactants are: [Br:1][C:2]1[CH:3]=[C:4]([C:17]([NH:19][CH2:20][C:21]2[C:22](=[O:29])[NH:23][C:24]([CH3:28])=[CH:25][C:26]=2[CH3:27])=[O:18])[C:5]2[CH:6]=[N:7][N:8]([CH:11]3[CH2:16][CH2:15][NH:14][CH2:13][CH2:12]3)[C:9]=2[CH:10]=1.[CH3:30][N:31]1[CH2:36][CH2:35][C:34](=O)[CH2:33][CH2:32]1.CO.C(O)(=O)C.[BH3-]C#N.[Na+]. (4) Given the product [CH:1]1([C:5]2[C:13]([C:14]3[NH:18][C:17]([CH3:19])=[N:16][N:15]=3)=[CH:12][C:8]([C:9]([N:22]3[CH2:27][CH2:26][CH:25]([C:28]4[CH:35]=[CH:34][C:31]([C:32]#[N:33])=[CH:30][CH:29]=4)[CH2:24][CH2:23]3)=[O:11])=[C:7]([CH3:20])[CH:6]=2)[CH2:2][CH2:3][CH2:4]1, predict the reactants needed to synthesize it. The reactants are: [CH:1]1([C:5]2[C:13]([C:14]3[NH:18][C:17]([CH3:19])=[N:16][N:15]=3)=[CH:12][C:8]([C:9]([OH:11])=O)=[C:7]([CH3:20])[CH:6]=2)[CH2:4][CH2:3][CH2:2]1.Cl.[NH:22]1[CH2:27][CH2:26][CH:25]([C:28]2[CH:35]=[CH:34][C:31]([C:32]#[N:33])=[CH:30][CH:29]=2)[CH2:24][CH2:23]1.C(Cl)CCl.C1C=CC2N(O)N=NC=2C=1.CCN(C(C)C)C(C)C. (5) The reactants are: [C:1]([O:5][C:6](=[O:34])[NH:7][C:8]([C:10]1[S:11][C:12]([S:32][CH3:33])=[C:13]([S:15]([C:18]2[CH:19]=[C:20]([C:24]3[C:29]([CH3:30])=[CH:28][CH:27]=[CH:26][C:25]=3[NH2:31])[CH:21]=[CH:22][CH:23]=2)(=[O:17])=[O:16])[CH:14]=1)=[NH:9])([CH3:4])([CH3:3])[CH3:2].N1C=CC=CC=1.Cl[C:42](OC1C=CC([N+]([O-])=O)=CC=1)=[O:43].[CH2:54]([NH2:57])[CH2:55][NH2:56].C(N(CC)CC)C. Given the product [C:1]([O:5][C:6](=[O:34])[NH:7][C:8]([C:10]1[S:11][C:12]([S:32][CH3:33])=[C:13]([S:15]([C:18]2[CH:19]=[C:20]([C:24]3[C:29]([CH3:30])=[CH:28][CH:27]=[CH:26][C:25]=3[NH:31][C:42]([NH:56][CH2:55][CH2:54][NH2:57])=[O:43])[CH:21]=[CH:22][CH:23]=2)(=[O:17])=[O:16])[CH:14]=1)=[NH:9])([CH3:4])([CH3:3])[CH3:2], predict the reactants needed to synthesize it. (6) Given the product [C:21]([CH2:6][C@@H:7]1[CH2:11][C:10]([F:13])([F:12])[CH2:9][N:8]1[C:14]([O:16][C:17]([CH3:20])([CH3:19])[CH3:18])=[O:15])#[N:22], predict the reactants needed to synthesize it. The reactants are: CS(O[CH2:6][C@@H:7]1[CH2:11][C:10]([F:13])([F:12])[CH2:9][N:8]1[C:14]([O:16][C:17]([CH3:20])([CH3:19])[CH3:18])=[O:15])(=O)=O.[C-:21]#[N:22].[Na+]. (7) Given the product [S:21]=[C:22]1[O:4][C:3]([C@@H:5]2[CH2:9][CH2:8][CH2:7][C@@H:6]2[NH:10][C:11](=[O:17])[O:12][C:13]([CH3:14])([CH3:16])[CH3:15])=[N:1][NH:2]1, predict the reactants needed to synthesize it. The reactants are: [NH:1]([C:3]([C@@H:5]1[CH2:9][CH2:8][CH2:7][C@@H:6]1[NH:10][C:11](=[O:17])[O:12][C:13]([CH3:16])([CH3:15])[CH3:14])=[O:4])[NH2:2].C(O)C.[S:21]=[C:22]=S.[OH-].[K+].